From a dataset of Reaction yield outcomes from USPTO patents with 853,638 reactions. Predict the reaction yield, written as a fraction of the theoretical maximum amount of product (1.0 means a 100% yield; for example, 0.34 means a 34% yield). (1) The reactants are C([O:4][C:5]1[CH:10]=[CH:9][CH:8]=[C:7]([NH:11][C:12]([N:14]2[CH2:19][CH2:18][N:17]([C:20]3[S:24][N:23]=[C:22]([C:25]4[CH:30]=[CH:29][CH:28]=[CH:27][CH:26]=4)[N:21]=3)[CH2:16][CH2:15]2)=[O:13])[CH:6]=1)(=O)C.[OH-].[Na+].O. The yield is 0.629. The catalyst is CO.O1CCCC1. The product is [OH:4][C:5]1[CH:6]=[C:7]([NH:11][C:12]([N:14]2[CH2:19][CH2:18][N:17]([C:20]3[S:24][N:23]=[C:22]([C:25]4[CH:26]=[CH:27][CH:28]=[CH:29][CH:30]=4)[N:21]=3)[CH2:16][CH2:15]2)=[O:13])[CH:8]=[CH:9][CH:10]=1. (2) The reactants are [CH2:1]([C:3]1[CH:4]=[C:5]([CH:8]=[CH:9][C:10]=1[O:11][CH3:12])C=O)[CH3:2].C1C=C(Cl)C=C(C(OO)=[O:21])C=1.C([O-])=O.[OH-].[K+]. The catalyst is C(Cl)Cl.CO. The product is [CH2:1]([C:3]1[CH:4]=[C:5]([OH:21])[CH:8]=[CH:9][C:10]=1[O:11][CH3:12])[CH3:2]. The yield is 0.940.